Dataset: Catalyst prediction with 721,799 reactions and 888 catalyst types from USPTO. Task: Predict which catalyst facilitates the given reaction. (1) Reactant: [C:1]([O:5][C:6]([N:8]1[CH2:13][CH2:12][C:11]([C:23]#[N:24])([CH:14]([C:16]2[CH:21]=[CH:20][C:19]([F:22])=[CH:18][CH:17]=2)[OH:15])[CH2:10][CH2:9]1)=[O:7])([CH3:4])([CH3:3])[CH3:2]. Product: [C:1]([O:5][C:6]([N:8]1[CH2:9][CH2:10][C:11]([C:23]#[N:24])([C:14](=[O:15])[C:16]2[CH:17]=[CH:18][C:19]([F:22])=[CH:20][CH:21]=2)[CH2:12][CH2:13]1)=[O:7])([CH3:4])([CH3:2])[CH3:3]. The catalyst class is: 13. (2) Reactant: N[C:2]1[CH:7]=[CH:6][C:5]([Cl:8])=[CH:4][N:3]=1.C([N:11](CC)CC)C.[CH3:16][C:17]([CH3:22])([CH3:21])[C:18](Cl)=[O:19]. Product: [Cl:8][C:5]1[CH:6]=[CH:7][C:2]([CH2:16][C:17]([CH3:22])([CH3:21])[C:18]([NH2:11])=[O:19])=[N:3][CH:4]=1. The catalyst class is: 2. (3) Reactant: [CH:1]12[CH2:7][CH:4]([CH:5]=[CH:6]1)[CH2:3][CH:2]2[NH:8][C:9]([NH:11][NH2:12])=[S:10].[CH:13](=O)[C:14]1[CH:19]=[CH:18][C:17]([O:20][CH3:21])=[CH:16][CH:15]=1.C(O)(=O)C. Product: [CH:1]12[CH2:7][CH:4]([CH:5]=[CH:6]1)[CH2:3][CH:2]2[NH:8][C:9](=[S:10])[NH:11][N:12]=[CH:13][C:14]1[CH:19]=[CH:18][C:17]([O:20][CH3:21])=[CH:16][CH:15]=1. The catalyst class is: 8. (4) Reactant: [C:1]([N:11]1[CH2:18][CH2:17][CH2:16][C@H:12]1[C:13]([OH:15])=O)([O:3][CH2:4][C:5]1[CH:10]=[CH:9][CH:8]=[CH:7][CH:6]=1)=[O:2].[CH:19]1([NH2:22])[CH2:21][CH2:20]1.C1C=CC2N(O)N=NC=2C=1.C(Cl)CCl. Product: [CH2:4]([O:3][C:1]([N:11]1[CH2:18][CH2:17][CH2:16][C@H:12]1[C:13](=[O:15])[NH:22][CH:19]1[CH2:21][CH2:20]1)=[O:2])[C:5]1[CH:6]=[CH:7][CH:8]=[CH:9][CH:10]=1. The catalyst class is: 3. (5) Reactant: [C:1]1([C:7]2[N:8]=[CH:9][C:10]([N:19]([CH2:23][CH2:24][CH2:25][CH2:26][O:27][CH2:28][C:29](O)=[O:30])[CH:20]([CH3:22])[CH3:21])=[N:11][C:12]=2[C:13]2[CH:18]=[CH:17][CH:16]=[CH:15][CH:14]=2)[CH:6]=[CH:5][CH:4]=[CH:3][CH:2]=1.C([N:34](CC)CC)C.C(Cl)(=O)OCC.N. Product: [C:1]1([C:7]2[N:8]=[CH:9][C:10]([N:19]([CH2:23][CH2:24][CH2:25][CH2:26][O:27][CH2:28][C:29]([NH2:34])=[O:30])[CH:20]([CH3:22])[CH3:21])=[N:11][C:12]=2[C:13]2[CH:14]=[CH:15][CH:16]=[CH:17][CH:18]=2)[CH:6]=[CH:5][CH:4]=[CH:3][CH:2]=1. The catalyst class is: 7.